This data is from Full USPTO retrosynthesis dataset with 1.9M reactions from patents (1976-2016). The task is: Predict the reactants needed to synthesize the given product. (1) Given the product [C:1]([CH2:3][NH:4][C:5]([C@@H:7]1[CH2:12][CH2:11][CH2:10][CH2:9][C@H:8]1[CH2:13][S:14]([C:17]1[CH:22]=[CH:21][C:20]([S:30][CH2:31][CH2:32][CH2:33][OH:34])=[CH:19][CH:18]=1)(=[O:16])=[O:15])=[O:6])#[N:2], predict the reactants needed to synthesize it. The reactants are: [C:1]([CH2:3][NH:4][C:5]([C@@H:7]1[CH2:12][CH2:11][CH2:10][CH2:9][C@H:8]1[CH2:13][S:14]([C:17]1[CH:22]=[CH:21][C:20](F)=[CH:19][CH:18]=1)(=[O:16])=[O:15])=[O:6])#[N:2].C(=O)([O-])[O-].[K+].[K+].[SH:30][CH2:31][CH2:32][CH2:33][OH:34]. (2) Given the product [C:54]([O:53][C:51]([N:48]1[CH2:49][CH2:50][CH:46]([C:43]2[CH:44]=[CH:45][C:40]([NH:39][C:37]([NH:36][C:33]3[CH:32]=[CH:31][C:30]([Cl:29])=[CH:35][N:34]=3)=[O:38])=[CH:41][CH:42]=2)[CH2:47]1)=[O:52])([CH3:57])([CH3:55])[CH3:56], predict the reactants needed to synthesize it. The reactants are: NC1C=CC(Cl)=CN=1.ClC(Cl)(OC(=O)OC(Cl)(Cl)Cl)Cl.[Cl-].C([NH+](CC)CC)C.[Cl:29][C:30]1[CH:31]=[CH:32][C:33]([N:36]=[C:37]=[O:38])=[N:34][CH:35]=1.[NH2:39][C:40]1[CH:45]=[CH:44][C:43]([CH:46]2[CH2:50][CH2:49][N:48]([C:51]([O:53][C:54]([CH3:57])([CH3:56])[CH3:55])=[O:52])[CH2:47]2)=[CH:42][CH:41]=1.C(N(CC)C(C)C)(C)C. (3) Given the product [Cl:15][C:16]1[CH:21]=[C:20]([CH2:9][C:8]2[CH:11]=[CH:12][CH:13]=[CH:14][C:7]=2[Cl:6])[N:19]=[CH:18][N:17]=1, predict the reactants needed to synthesize it. The reactants are: [Cl-].C[SiH](C)C.[Cl:6][C:7]1[CH:14]=[CH:13][CH:12]=[CH:11][C:8]=1[CH2:9]Br.[Cl:15][C:16]1[CH:21]=[C:20](Cl)[N:19]=[CH:18][N:17]=1.O.